Dataset: Forward reaction prediction with 1.9M reactions from USPTO patents (1976-2016). Task: Predict the product of the given reaction. (1) Given the reactants [Cl:1][C:2]1[CH:7]=[CH:6][C:5]([Cl:8])=[CH:4][C:3]=1[C:9]1[N:10]=[C:11]2[CH:16]=[CH:15][CH:14]=[CH:13][N:12]2[C:17]=1[C:18]([NH:20][NH2:21])=O.[CH:22]1([NH2:28])[CH2:27][CH2:26][CH2:25][CH2:24][CH2:23]1.[CH:29](OCC)(OCC)OCC, predict the reaction product. The product is: [CH:22]1([N:28]2[CH:29]=[N:21][N:20]=[C:18]2[C:17]2[N:12]3[CH:13]=[CH:14][CH:15]=[CH:16][C:11]3=[N:10][C:9]=2[C:3]2[CH:4]=[C:5]([Cl:8])[CH:6]=[CH:7][C:2]=2[Cl:1])[CH2:27][CH2:26][CH2:25][CH2:24][CH2:23]1. (2) The product is: [CH3:24][O:23][CH:20]1[CH2:21][CH2:22][CH:17]([S:14]([C:11]([CH3:13])([CH3:12])[C:10]([OH:25])=[O:9])(=[O:16])=[O:15])[CH2:18][CH2:19]1. Given the reactants C[Si](C)(C)[O-].[K+].C([O:9][C:10](=[O:25])[C:11]([S:14]([CH:17]1[CH2:22][CH2:21][CH:20]([O:23][CH3:24])[CH2:19][CH2:18]1)(=[O:16])=[O:15])([CH3:13])[CH3:12])C, predict the reaction product.